This data is from HIV replication inhibition screening data with 41,000+ compounds from the AIDS Antiviral Screen. The task is: Binary Classification. Given a drug SMILES string, predict its activity (active/inactive) in a high-throughput screening assay against a specified biological target. (1) The compound is CCOP(=O)(CC=CCn1cnc(C(N)=O)c1N)OCC. The result is 0 (inactive). (2) The compound is Cc1ccc2c(c1)C(=O)C1(C2)Cc2cccc(C)c2C1=O. The result is 0 (inactive). (3) The compound is COc1ccc(OCc2nc3cc(C(F)(F)F)ccc3nc2-c2ccccc2)cc1. The result is 0 (inactive). (4) The drug is COC(=O)C(N=O)C(=O)OC. The result is 0 (inactive). (5) The molecule is COc1ccccc1C=C(C#N)c1ccccc1. The result is 0 (inactive). (6) The molecule is [N-]=[N+]=Nc1nnc(CCCCc2nnc(N=[N+]=[N-])o2)o1. The result is 0 (inactive).